From a dataset of Catalyst prediction with 721,799 reactions and 888 catalyst types from USPTO. Predict which catalyst facilitates the given reaction. (1) Reactant: [C:1](Cl)(=O)[C:2]1[CH:7]=[CH:6][CH:5]=[CH:4][CH:3]=1.[Cl:10][C:11]1[CH:12]=[C:13]([C:18]([O:20][CH2:21][CH3:22])=[O:19])[N+:14]([O-])=C[CH:16]=1.C1CC=C(N2CC[O:32]CC2)CC1. Product: [Cl:10][C:11]1[CH:16]=[C:1]([C:2]2[CH2:7][CH2:6][CH2:5][CH2:4][C:3]=2[OH:32])[N:14]=[C:13]([C:18]([O:20][CH2:21][CH3:22])=[O:19])[CH:12]=1. The catalyst class is: 4. (2) Product: [CH3:1][N:2]1[CH:6]=[CH:5][CH:4]=[C:3]1[CH2:7][NH:8][C:10]([NH:9][CH2:12][CH2:13][C:14]1[CH:19]=[CH:18][CH:17]=[CH:16][CH:15]=1)=[S:11]. The catalyst class is: 13. Reactant: [CH3:1][N:2]1[CH:6]=[CH:5][CH:4]=[C:3]1[CH2:7][NH2:8].[N:9]([CH2:12][CH2:13][C:14]1[CH:19]=[CH:18][CH:17]=[CH:16][CH:15]=1)=[C:10]=[S:11].